This data is from Catalyst prediction with 721,799 reactions and 888 catalyst types from USPTO. The task is: Predict which catalyst facilitates the given reaction. (1) Reactant: [C:1]1([C:7]2[N:8]=[CH:9][NH:10][CH:11]=2)[CH:6]=[CH:5][CH:4]=[CH:3][CH:2]=1.[H-].[Na+].I[CH3:15]. Product: [CH3:15][N:8]1[C:7]([C:1]2[CH:2]=[CH:3][CH:4]=[CH:5][CH:6]=2)=[CH:11][N:10]=[CH:9]1. The catalyst class is: 49. (2) Reactant: F[C:2]1[CH:7]=[CH:6][CH:5]=[C:4]([F:8])[C:3]=1[C:9]1[CH:18]=[C:17]2[C:12]([C:13]([NH:20][CH3:21])=[N:14][C:15]([NH2:19])=[N:16]2)=[CH:11][CH:10]=1.C(=O)([O-])[O-].[K+].[K+].[CH2:28]([N:35]1[CH2:40][CH2:39][NH:38][CH2:37][CH2:36]1)[C:29]1[CH:34]=[CH:33][CH:32]=[CH:31][CH:30]=1.CN1CCCC1=O. Product: [CH2:28]([N:35]1[CH2:40][CH2:39][N:38]([C:2]2[CH:7]=[CH:6][CH:5]=[C:4]([F:8])[C:3]=2[C:9]2[CH:18]=[C:17]3[C:12]([C:13]([NH:20][CH3:21])=[N:14][C:15]([NH2:19])=[N:16]3)=[CH:11][CH:10]=2)[CH2:37][CH2:36]1)[C:29]1[CH:30]=[CH:31][CH:32]=[CH:33][CH:34]=1. The catalyst class is: 6. (3) Reactant: Br[C:2]1[CH:3]=[N:4][CH:5]=[C:6]([F:8])[CH:7]=1.[B:9]([O-])([O-:14])[O:10]C(C)C.[Li]CCCC. Product: [F:8][C:6]1[CH:7]=[C:2]([B:9]([OH:14])[OH:10])[CH:3]=[N:4][CH:5]=1. The catalyst class is: 1.